This data is from Forward reaction prediction with 1.9M reactions from USPTO patents (1976-2016). The task is: Predict the product of the given reaction. (1) Given the reactants [CH3:1][CH2:2][C:3]([N:5]([C:12]1([CH2:28][O:29][CH3:30])[CH2:17][CH2:16][N:15]([CH2:18][CH2:19][N:20]2[N:25]=[N:24][N:23]([CH2:26][CH3:27])[C:21]2=[O:22])[CH2:14][CH2:13]1)[C:6]1[CH:7]=[CH:8][CH:9]=[CH:10][CH:11]=1)=[O:4].Cl, predict the reaction product. The product is: [CH3:1][CH2:2][C:3]([N:5]([C:12]1([CH2:28][O:29][CH3:30])[CH2:13][CH2:14][N:15]([CH2:18][CH2:19][N:20]2[N:25]=[N:24][N:23]([CH2:26][CH3:27])[C:21]2=[O:22])[CH2:16][CH2:17]1)[C:6]1[CH:11]=[CH:10][CH:9]=[CH:8][CH:7]=1)=[O:4]. (2) Given the reactants [NH2:1][C:2]1[NH:6][N:5]=[CH:4][C:3]=1[C:7]#[N:8].[CH2:9]([N:11]1[C:19]2[C:14](=[CH:15][C:16]([C:20](=O)[CH2:21][C:22](OCC)=[O:23])=[CH:17][CH:18]=2)[CH:13]=[N:12]1)[CH3:10].CC1C=CC(S(O)(=O)=O)=CC=1, predict the reaction product. The product is: [CH2:9]([N:11]1[C:19]2[C:14](=[CH:15][C:16]([C:20]3[NH:1][C:2]4[N:6]([N:5]=[CH:4][C:3]=4[C:7]#[N:8])[C:22](=[O:23])[CH:21]=3)=[CH:17][CH:18]=2)[CH:13]=[N:12]1)[CH3:10]. (3) Given the reactants [C@@H:1]12[CH2:7][C@@H:4]([NH:5][CH2:6]1)[CH2:3][N:2]2[C:8]([O:10][C:11]([CH3:14])([CH3:13])[CH3:12])=[O:9].[F:15][C:16]1[CH:21]=[CH:20][C:19](I)=[CH:18][N:17]=1, predict the reaction product. The product is: [F:15][C:16]1[N:17]=[CH:18][C:19]([N:5]2[CH2:6][C@H:1]3[CH2:7][C@@H:4]2[CH2:3][N:2]3[C:8]([O:10][C:11]([CH3:14])([CH3:13])[CH3:12])=[O:9])=[CH:20][CH:21]=1. (4) Given the reactants C(OC([NH:8][C@@H:9]([CH2:26][CH2:27][C:28]1[CH:33]=[CH:32][CH:31]=[CH:30][CH:29]=1)[C:10]([N:12]([CH3:25])[C@@H:13]([CH:22]([CH3:24])[CH3:23])/[CH:14]=[C:15](\[CH3:21])/[C:16]([O:18][CH2:19][CH3:20])=[O:17])=[O:11])=O)(C)(C)C.[ClH:34], predict the reaction product. The product is: [ClH:34].[NH2:8][C@@H:9]([CH2:26][CH2:27][C:28]1[CH:29]=[CH:30][CH:31]=[CH:32][CH:33]=1)[C:10]([N:12]([CH3:25])[C@@H:13]([CH:22]([CH3:23])[CH3:24])/[CH:14]=[C:15](\[CH3:21])/[C:16]([O:18][CH2:19][CH3:20])=[O:17])=[O:11]. (5) Given the reactants C([N:8]1[CH2:13][CH:12]([CH3:14])[O:11][CH2:10][CH:9]1[CH2:15][CH:16]([OH:18])[CH3:17])C1C=CC=CC=1, predict the reaction product. The product is: [CH3:14][CH:12]1[CH2:13][NH:8][CH:9]([CH2:15][CH:16]([OH:18])[CH3:17])[CH2:10][O:11]1. (6) Given the reactants [CH:1]1([CH2:4][N:5]([CH:13]2[CH2:15][CH:14]2[C:16]2[CH:21]=[C:20]([C:22](=[O:30])[NH:23][C:24]3[CH:25]=[N:26][N:27]([CH3:29])[CH:28]=3)[CH:19]=[CH:18][C:17]=2[CH3:31])C(=O)OC(C)(C)C)[CH2:3][CH2:2]1.[ClH:32].CO, predict the reaction product. The product is: [ClH:32].[ClH:32].[CH:1]1([CH2:4][NH:5][C@@H:13]2[CH2:15][C@H:14]2[C:16]2[CH:21]=[C:20]([CH:19]=[CH:18][C:17]=2[CH3:31])[C:22]([NH:23][C:24]2[CH:25]=[N:26][N:27]([CH3:29])[CH:28]=2)=[O:30])[CH2:3][CH2:2]1. (7) The product is: [CH3:43][O:42][C:40]1[CH:41]=[C:36]([NH:35][C:32]2[N:33]=[N:34][C:29]([CH:27]([NH:26][C:61]([CH:55]3[CH2:60][CH2:59][CH2:58][CH2:57][CH2:56]3)=[O:62])[CH3:28])=[CH:30][N:31]=2)[CH:37]=[C:38]([O:46][CH3:47])[C:39]=1[O:44][CH3:45]. Given the reactants COC1C=CC(NC2N=NC(C(NC(C3OC=CC=3)=O)C)=CN=2)=CC=1.[NH2:26][CH:27]([C:29]1[N:34]=[N:33][C:32]([NH:35][C:36]2[CH:41]=[C:40]([O:42][CH3:43])[C:39]([O:44][CH3:45])=[C:38]([O:46][CH3:47])[CH:37]=2)=[N:31][CH:30]=1)[CH3:28].C(N(CC)CC)C.[CH:55]1([C:61](Cl)=[O:62])[CH2:60][CH2:59][CH2:58][CH2:57][CH2:56]1, predict the reaction product. (8) Given the reactants [C:1]([O:5][C:6]([N:8]1[CH2:13][CH2:12][C@@H:11]([C:14]2[CH:15]=[C:16]3[C:25](=[CH:26][C:27]=2Br)[O:24][CH2:23][C:22]2[N:17]3[C@H:18]([CH3:30])[C:19](=[O:29])[NH:20][N:21]=2)[C@@H:10]([CH3:31])[CH2:9]1)=[O:7])([CH3:4])([CH3:3])[CH3:2].[CH3:32][C:33]1([CH3:49])[C:37]([CH3:39])([CH3:38])[O:36][B:35]([B:35]2[O:36][C:37]([CH3:39])([CH3:38])[C:33]([CH3:49])([CH3:32])[O:34]2)[O:34]1.CC([O-])=O.[K+], predict the reaction product. The product is: [C:1]([O:5][C:6]([N:8]1[CH2:13][CH2:12][C@@H:11]([C:14]2[CH:15]=[C:16]3[C:25](=[CH:26][C:27]=2[B:35]2[O:36][C:37]([CH3:39])([CH3:38])[C:33]([CH3:49])([CH3:32])[O:34]2)[O:24][CH2:23][C:22]2[N:17]3[C@H:18]([CH3:30])[C:19](=[O:29])[NH:20][N:21]=2)[C@@H:10]([CH3:31])[CH2:9]1)=[O:7])([CH3:4])([CH3:3])[CH3:2].